Dataset: Full USPTO retrosynthesis dataset with 1.9M reactions from patents (1976-2016). Task: Predict the reactants needed to synthesize the given product. (1) Given the product [CH2:10]([O:9][C:7]([C:3]1([NH:2][C:17]([O:16][C:12]([CH3:15])([CH3:14])[CH3:13])=[O:18])[CH2:6][CH2:5][CH2:4]1)=[O:8])[CH3:11], predict the reactants needed to synthesize it. The reactants are: Cl.[NH2:2][C:3]1([C:7]([O:9][CH2:10][CH3:11])=[O:8])[CH2:6][CH2:5][CH2:4]1.[C:12]([O:16][C:17](O[C:17]([O:16][C:12]([CH3:15])([CH3:14])[CH3:13])=[O:18])=[O:18])([CH3:15])([CH3:14])[CH3:13].C(N(CC)CC)C.O. (2) The reactants are: [O:1]=[CH:2][C@@H:3]([C@H:5]([C@@H:7]([C@@H:9]([CH2:11][OH:12])[OH:10])[OH:8])[OH:6])[OH:4].[CH2:13]([CH2:15][NH2:16])[OH:14]. Given the product [CH2:13]([CH2:15][NH2:16])[OH:14].[O:1]=[CH:2][C@@H:3]([C@H:5]([C@@H:7]([C@@H:9]([CH2:11][OH:12])[OH:10])[OH:8])[OH:6])[OH:4], predict the reactants needed to synthesize it. (3) The reactants are: [F:1][CH:2]([F:35])[O:3][C:4]1[CH:5]=[C:6]([C:22]2[CH2:27][CH2:26][N:25]([C:28]([O:30][C:31]([CH3:34])([CH3:33])[CH3:32])=[O:29])[CH2:24][CH:23]=2)[CH:7]=[CH:8][C:9]=1[N:10]([CH3:21])[C:11]1[N:16]=[CH:15][C:14]2[N:17]=[CH:18][N:19]([CH3:20])[C:13]=2[CH:12]=1.BrC1C=CC(N)=C(OC(F)F)C=1.C([O-])=O.[NH4+]. Given the product [F:35][CH:2]([F:1])[O:3][C:4]1[CH:5]=[C:6]([CH:22]2[CH2:27][CH2:26][N:25]([C:28]([O:30][C:31]([CH3:33])([CH3:32])[CH3:34])=[O:29])[CH2:24][CH2:23]2)[CH:7]=[CH:8][C:9]=1[N:10]([CH3:21])[C:11]1[N:16]=[CH:15][C:14]2[N:17]=[CH:18][N:19]([CH3:20])[C:13]=2[CH:12]=1, predict the reactants needed to synthesize it. (4) Given the product [OH:1][CH2:2][C@H:3]1[CH2:7][O:6][C:5]([C:8]2[CH:13]=[CH:12][C:11]([C:17]3[CH:22]=[CH:21][C:20]([N:23]4[CH2:27][C@H:26]([CH2:28][C:29](=[O:33])[C:30]([NH2:32])=[O:31])[O:25][CH2:24]4)=[CH:19][C:18]=3[F:34])=[CH:10][CH:9]=2)=[N:4]1, predict the reactants needed to synthesize it. The reactants are: [OH:1][CH2:2][C@H:3]1[CH2:7][O:6][C:5]([C:8]2[CH:13]=[CH:12][C:11](Br)=[CH:10][CH:9]=2)=[N:4]1.C[Sn](C)(C)[C:17]1[CH:22]=[CH:21][C:20]([N:23]2[CH2:27][C@H:26]([CH2:28][C:29](=[O:33])[C:30]([NH2:32])=[O:31])[O:25][CH2:24]2)=[CH:19][C:18]=1[F:34]. (5) The reactants are: C([N:8]1[CH2:13][CH2:12][O:11][CH:10]([CH2:14][N:15]2[C:23]3[C:18](=[CH:19][C:20]([O:24][CH:25]([F:27])[F:26])=[CH:21][CH:22]=3)[C:17]([C:28]3[N:29]=[C:30]4[C:36]([C:37]([NH:39][C:40]([CH3:43])([CH3:42])[CH3:41])=[O:38])=[CH:35][N:34]([CH2:44][O:45][CH2:46][CH2:47][Si:48]([CH3:51])([CH3:50])[CH3:49])[C:31]4=[N:32][CH:33]=3)=[N:16]2)[CH2:9]1)C1C=CC=CC=1.[H][H]. Given the product [C:40]([NH:39][C:37]([C:36]1[C:30]2[C:31](=[N:32][CH:33]=[C:28]([C:17]3[C:18]4[C:23](=[CH:22][CH:21]=[C:20]([O:24][CH:25]([F:27])[F:26])[CH:19]=4)[N:15]([CH2:14][CH:10]4[O:11][CH2:12][CH2:13][NH:8][CH2:9]4)[N:16]=3)[N:29]=2)[N:34]([CH2:44][O:45][CH2:46][CH2:47][Si:48]([CH3:51])([CH3:50])[CH3:49])[CH:35]=1)=[O:38])([CH3:43])([CH3:42])[CH3:41], predict the reactants needed to synthesize it. (6) Given the product [Cl:9][C:4]1[CH:5]=[C:6]([NH2:8])[CH:7]=[C:2]([N:10]2[CH2:15][CH2:14][O:13][CH2:12][CH2:11]2)[N:3]=1, predict the reactants needed to synthesize it. The reactants are: Cl[C:2]1[CH:7]=[C:6]([NH2:8])[CH:5]=[C:4]([Cl:9])[N:3]=1.[NH:10]1[CH2:15][CH2:14][O:13][CH2:12][CH2:11]1.O1CCOCC1. (7) The reactants are: [Cl:1][C:2]1[C:10]2[N:9]=[C:8]([NH:11][C:12]3[CH:13]=[N:14][C:15]([N:19]([CH3:21])[CH3:20])=[CH:16][C:17]=3[CH3:18])[N:7]([CH2:22][CH:23](O)[CH3:24])[C:6]=2[C:5]([CH:26]([CH2:29][CH3:30])[CH2:27][CH3:28])=[CH:4][CH:3]=1.CS(Cl)(=O)=O.C(=O)(O)[O-].[Na+].C(=O)([O-])[O-].[K+].[K+]. Given the product [Cl:1][C:2]1[C:10]2[N:9]=[C:8]3[N:11]([C:12]4[C:17]([CH3:18])=[CH:16][C:15]([N:19]([CH3:21])[CH3:20])=[N:14][CH:13]=4)[CH:23]([CH3:24])[CH2:22][N:7]3[C:6]=2[C:5]([CH:26]([CH2:29][CH3:30])[CH2:27][CH3:28])=[CH:4][CH:3]=1, predict the reactants needed to synthesize it.